This data is from Full USPTO retrosynthesis dataset with 1.9M reactions from patents (1976-2016). The task is: Predict the reactants needed to synthesize the given product. (1) Given the product [OH:6][C:5]1[CH:4]=[CH:3][N:2]([C:13](=[O:15])[CH3:14])[N:1]=1, predict the reactants needed to synthesize it. The reactants are: [NH:1]1[C:5]([OH:6])=[CH:4][CH:3]=[N:2]1.N1C=CC=CC=1.[C:13](OC(=O)C)(=[O:15])[CH3:14]. (2) Given the product [Br:1][CH2:11][C:10]([C:8]1[CH:7]=[CH:6][N:5]=[C:4]([CH3:3])[CH:9]=1)=[O:12], predict the reactants needed to synthesize it. The reactants are: [Br:1]Br.[CH3:3][C:4]1[CH:9]=[C:8]([C:10](=[O:12])[CH3:11])[CH:7]=[CH:6][N:5]=1. (3) Given the product [NH2:8][C:9]1[N:10]=[CH:11][C:12]([C:15]2[N:23]=[C:22]3[C:18]([N:19]=[CH:20][N:21]3[CH2:24][CH2:25][C:26]([N:35]3[CH2:40][CH2:39][O:38][CH2:37][CH2:36]3)=[O:28])=[C:17]([N:29]3[CH2:30][CH2:31][O:32][CH2:33][CH2:34]3)[N:16]=2)=[CH:13][N:14]=1, predict the reactants needed to synthesize it. The reactants are: C(OC([NH:8][C:9]1[N:14]=[CH:13][C:12]([C:15]2[N:23]=[C:22]3[C:18]([N:19]=[CH:20][N:21]3[CH2:24][CH2:25][C:26]([OH:28])=O)=[C:17]([N:29]3[CH2:34][CH2:33][O:32][CH2:31][CH2:30]3)[N:16]=2)=[CH:11][N:10]=1)=O)(C)(C)C.[NH:35]1[CH2:40][CH2:39][O:38][CH2:37][CH2:36]1. (4) Given the product [Cl:17][C:13]1[C:12]([F:18])=[C:11]([C@H:8]([NH2:7])[CH:9]=[CH2:10])[CH:16]=[CH:15][CH:14]=1, predict the reactants needed to synthesize it. The reactants are: C(OC(=O)[NH:7][C@@H:8]([C:11]1[CH:16]=[CH:15][CH:14]=[C:13]([Cl:17])[C:12]=1[F:18])[CH:9]=[CH2:10])(C)(C)C.Cl. (5) Given the product [C:3]([C:5]1[CH:14]=[CH:13][C:12]2[CH2:11][CH:10]([C:15]([OH:17])=[O:16])[CH2:9][CH2:8][C:7]=2[N:6]=1)#[N:4], predict the reactants needed to synthesize it. The reactants are: [I-].[Li+].[C:3]([C:5]1[CH:14]=[CH:13][C:12]2[CH2:11][CH:10]([C:15]([O:17]C)=[O:16])[CH2:9][CH2:8][C:7]=2[N:6]=1)#[N:4].N1C=CC=CC=1. (6) Given the product [CH2:2]([CH2:30][SiH:31]([Cl:33])[Cl:32])[C:3]1[CH:4]=[CH:5][CH:6]=[CH:7][CH:8]=1, predict the reactants needed to synthesize it. The reactants are: [Cl-].[CH2:2]([P+](CCCC)(CCCC)CCCC)[C:3]1[CH:8]=[CH:7][CH:6]=[CH:5][CH:4]=1.C(Cl)C1C=CC=CC=1.[CH3:30][SiH:31]([Cl:33])[Cl:32].